From a dataset of Catalyst prediction with 721,799 reactions and 888 catalyst types from USPTO. Predict which catalyst facilitates the given reaction. (1) Reactant: Cl[C:2]1[N:11]=[C:10]([NH2:12])[C:9]2[C:4](=[CH:5][CH:6]=[C:7]([CH3:13])[CH:8]=2)[N:3]=1.[CH2:14]([O:16][C:17]1[CH:18]=[C:19]([CH:28]=[CH:29][C:30]=1[O:31][CH3:32])[CH2:20][N:21]1[CH2:26][CH2:25][CH:24]([NH2:27])[CH2:23][CH2:22]1)[CH3:15]. Product: [CH2:14]([O:16][C:17]1[CH:18]=[C:19]([CH:28]=[CH:29][C:30]=1[O:31][CH3:32])[CH2:20][N:21]1[CH2:22][CH2:23][CH:24]([NH:27][C:2]2[N:11]=[C:10]([NH2:12])[C:9]3[C:4](=[CH:5][CH:6]=[C:7]([CH3:13])[CH:8]=3)[N:3]=2)[CH2:25][CH2:26]1)[CH3:15]. The catalyst class is: 37. (2) Reactant: C([O:3][CH:4](OCC)[CH2:5][N:6]1[CH2:10][C@H:9]2[O:11][CH2:12][CH2:13][O:14][C@H:8]2[CH2:7]1)C. Product: [O:14]1[C@H:8]2[CH2:7][N:6]([CH2:5][CH:4]=[O:3])[CH2:10][C@H:9]2[O:11][CH2:12][CH2:13]1. The catalyst class is: 33. (3) Reactant: [CH3:1][CH:2]([CH2:39][CH2:40][CH3:41])[CH2:3][O:4][C:5]1[CH:10]=[CH:9][C:8]([C@@H:11]([NH:28][C:29](=[O:38])[C@H:30]([C:32]2[CH:37]=[CH:36][CH:35]=[CH:34][CH:33]=2)[CH3:31])[CH2:12][NH:13][CH2:14][C:15]2([NH:20]C(=O)OC(C)(C)C)[CH2:19][CH2:18][CH2:17][CH2:16]2)=[CH:7][CH:6]=1.C(O)(C(F)(F)F)=O. Product: [NH2:20][C:15]1([CH2:14][NH:13][CH2:12][C@H:11]([NH:28][C:29](=[O:38])[C@H:30]([C:32]2[CH:37]=[CH:36][CH:35]=[CH:34][CH:33]=2)[CH3:31])[C:8]2[CH:9]=[CH:10][C:5]([O:4][CH2:3][CH:2]([CH3:1])[CH2:39][CH2:40][CH3:41])=[CH:6][CH:7]=2)[CH2:19][CH2:18][CH2:17][CH2:16]1. The catalyst class is: 4. (4) Reactant: C(OC([N:8]1[C:13]2[CH:14]=[C:15]([Cl:20])[C:16]([O:18][CH3:19])=[CH:17][C:12]=2[O:11][CH:10]([C:21]([N:23]2[CH2:28][CH2:27][C:26]([C:37]#[N:38])([CH2:29][C:30]3[CH:31]=[N:32][C:33]([F:36])=[CH:34][CH:35]=3)[CH2:25][CH2:24]2)=[O:22])[CH2:9]1)=O)(C)(C)C.FC(F)(F)C(O)=O. Product: [Cl:20][C:15]1[C:16]([O:18][CH3:19])=[CH:17][C:12]2[O:11][CH:10]([C:21]([N:23]3[CH2:28][CH2:27][C:26]([CH2:29][C:30]4[CH:31]=[N:32][C:33]([F:36])=[CH:34][CH:35]=4)([C:37]#[N:38])[CH2:25][CH2:24]3)=[O:22])[CH2:9][NH:8][C:13]=2[CH:14]=1. The catalyst class is: 2. (5) The catalyst class is: 72. Product: [Cl:8][C:4]1[CH:5]=[CH:6][CH:7]=[C:2]([Cl:1])[C:3]=1[CH2:9][S:10]([C:13]1[CH:14]=[C:15]2[C:19](=[CH:20][CH:21]=1)[NH:18][C:17](=[O:22])/[C:16]/2=[CH:23]\[C:24]1[NH:28][C:27]([CH3:29])=[C:26]([CH2:30][C:31]([NH:33][CH2:34][CH2:35][N:36]2[CH2:41][CH2:40][N:39]([C:42](=[O:48])[CH2:43][OH:44])[CH2:38][CH2:37]2)=[O:32])[C:25]=1[CH3:49])(=[O:12])=[O:11]. Reactant: [Cl:1][C:2]1[CH:7]=[CH:6][CH:5]=[C:4]([Cl:8])[C:3]=1[CH2:9][S:10]([C:13]1[CH:14]=[C:15]2[C:19](=[CH:20][CH:21]=1)[NH:18][C:17](=[O:22])/[C:16]/2=[CH:23]\[C:24]1[NH:28][C:27]([CH3:29])=[C:26]([CH2:30][C:31]([NH:33][CH2:34][CH2:35][N:36]2[CH2:41][CH2:40][N:39]([C:42](=[O:48])[CH2:43][O:44]C(=O)C)[CH2:38][CH2:37]2)=[O:32])[C:25]=1[CH3:49])(=[O:12])=[O:11].C(=O)([O-])[O-].[K+].[K+]. (6) Reactant: [F:1][C:2]1[CH:3]=[C:4]([NH2:10])[C:5]([NH2:9])=[CH:6][C:7]=1[F:8].C(Cl)(Cl)Cl.C(N(CC)CC)C.[S:22](Cl)(Cl)=O. Product: [F:1][C:2]1[C:7]([F:8])=[CH:6][C:5]2=[N:9][S:22][N:10]=[C:4]2[CH:3]=1. The catalyst class is: 6. (7) Reactant: Cl[C:2]1[CH:3]=[N:4][C:5]([C:8]([F:11])([F:10])[F:9])=[N:6][CH:7]=1.[C:12]([O:16][C:17]([N:19]1[CH2:24][CH2:23][NH:22][CH2:21][CH2:20]1)=[O:18])([CH3:15])([CH3:14])[CH3:13]. Product: [C:12]([O:16][C:17]([N:19]1[CH2:24][CH2:23][N:22]([C:2]2[CH:3]=[N:4][C:5]([C:8]([F:11])([F:10])[F:9])=[N:6][CH:7]=2)[CH2:21][CH2:20]1)=[O:18])([CH3:15])([CH3:13])[CH3:14]. The catalyst class is: 44.